Dataset: Kir2.1 potassium channel HTS with 301,493 compounds. Task: Binary Classification. Given a drug SMILES string, predict its activity (active/inactive) in a high-throughput screening assay against a specified biological target. (1) The molecule is s1c2CCCCc2c(c1)C(=O)NNC(=S)NCC(C)C. The result is 0 (inactive). (2) The drug is S(c1n(c(nn1)c1ccc(OC)cc1)C)\C(=N\Nc1ccccc1)C(OCC)=O. The result is 0 (inactive). (3) The drug is O(c1c(cc(OC)cc1)/C=N/NC(=O)c1ccc(c2ccccc2)cc1)C. The result is 0 (inactive). (4) The drug is FC(F)(F)c1c(C2C3C(=C(C(N)C2(C#N)C#N)C#N)C=CN(C3)CC)cccc1. The result is 0 (inactive). (5) The molecule is S(CC(=O)N1CC(CCC1)C)c1n(CCOC)c(nn1)c1occc1. The result is 0 (inactive). (6) The compound is O(CCNCc1ccccc1)c1c(CC=C)cccc1. The result is 1 (active). (7) The drug is Clc1ccc(C(=O)c2sc(Nc3ccc(OC)cc3)c(c2N)C(=O)Nc2c(OC)cccc2)cc1. The result is 0 (inactive). (8) The compound is O=c1[nH]c2c(cc1C(N1CCCCC1)c1n(nnn1)C1CCCC1)cc(OC)c(OC)c2. The result is 0 (inactive). (9) The compound is Clc1ccc(OC2C(N(C2=O)c2c(cccc2)C)CNCC2OCCC2)cc1. The result is 0 (inactive). (10) The molecule is S(c1c2c([nH]c1C)cccc2)CC(=O)Nc1sccn1. The result is 0 (inactive).